Dataset: Full USPTO retrosynthesis dataset with 1.9M reactions from patents (1976-2016). Task: Predict the reactants needed to synthesize the given product. Given the product [CH3:21][O:22][C:23]1[CH:24]=[C:25]([NH:26][C:7]2[CH:8]=[C:9]([CH:13]([CH3:18])[C:14]([O:16][CH3:17])=[O:15])[CH:10]=[CH:11][CH:12]=2)[CH:27]=[C:28]([C:30]([F:31])([F:33])[F:32])[CH:29]=1, predict the reactants needed to synthesize it. The reactants are: FC(F)(F)S(O[C:7]1[CH:8]=[C:9]([CH:13]([CH3:18])[C:14]([O:16][CH3:17])=[O:15])[CH:10]=[CH:11][CH:12]=1)(=O)=O.[CH3:21][O:22][C:23]1[CH:24]=[C:25]([CH:27]=[C:28]([C:30]([F:33])([F:32])[F:31])[CH:29]=1)[NH2:26].CC1(C)C2C(=C(P(C3C=CC=CC=3)C3C=CC=CC=3)C=CC=2)OC2C(P(C3C=CC=CC=3)C3C=CC=CC=3)=CC=CC1=2.[O-]P([O-])([O-])=O.[K+].[K+].[K+].